Predict the reactants needed to synthesize the given product. From a dataset of Full USPTO retrosynthesis dataset with 1.9M reactions from patents (1976-2016). Given the product [F:1][C:2]1[N:3]=[C:4]([I:15])[C:5]([OH:8])=[CH:6][CH:7]=1, predict the reactants needed to synthesize it. The reactants are: [F:1][C:2]1[CH:7]=[CH:6][C:5]([OH:8])=[CH:4][N:3]=1.C(=O)([O-])[O-].[Na+].[Na+].[I:15]I.